Dataset: Cav3 T-type calcium channel HTS with 100,875 compounds. Task: Binary Classification. Given a drug SMILES string, predict its activity (active/inactive) in a high-throughput screening assay against a specified biological target. The drug is Brc1oc(C(=O)NCCNC(=O)c2oc(Br)cc2)cc1. The result is 0 (inactive).